The task is: Predict the product of the given reaction.. This data is from Forward reaction prediction with 1.9M reactions from USPTO patents (1976-2016). (1) Given the reactants [CH:1]1([C@:4]2([C:27]#[N:28])[CH2:8][CH2:7][N:6]([C:9]3[CH:14]=[CH:13][N:12]=[C:11]([NH:15][C:16]4[CH:17]=[N:18][N:19]([C:21]([CH3:25])([CH3:24])[CH2:22][OH:23])[CH:20]=4)[N:10]=3)[C:5]2=[O:26])[CH2:3][CH2:2]1.[BH4-].[Na+].C(=O)([O-])O.[Na+].[C:36](O[C:36]([O:38][C:39]([CH3:42])([CH3:41])[CH3:40])=[O:37])([O:38][C:39]([CH3:42])([CH3:41])[CH3:40])=[O:37], predict the reaction product. The product is: [C:39]([O:38][C:36](=[O:37])[NH:28][CH2:27][C@@:4]1([CH:1]2[CH2:3][CH2:2]2)[CH2:8][CH2:7][N:6]([C:9]2[CH:14]=[CH:13][N:12]=[C:11]([NH:15][C:16]3[CH:17]=[N:18][N:19]([C:21]([CH3:24])([CH3:25])[CH2:22][OH:23])[CH:20]=3)[N:10]=2)[C:5]1=[O:26])([CH3:42])([CH3:41])[CH3:40]. (2) Given the reactants C([O:3][C:4]([C:6]1[CH:7]=[C:8]2[C:13](=[CH:14][CH:15]=1)[NH:12][CH:11]([C:16]1[CH:17]=[C:18]([C:22]3[CH:27]=[CH:26][C:25]([Cl:28])=[CH:24][CH:23]=3)[CH:19]=[CH:20][CH:21]=1)[C:10]([CH3:30])([CH3:29])[CH2:9]2)=[O:5])C.[OH-].[Na+].Cl, predict the reaction product. The product is: [Cl:28][C:25]1[CH:24]=[CH:23][C:22]([C:18]2[CH:19]=[CH:20][CH:21]=[C:16]([CH:11]3[C:10]([CH3:30])([CH3:29])[CH2:9][C:8]4[C:13](=[CH:14][CH:15]=[C:6]([C:4]([OH:5])=[O:3])[CH:7]=4)[NH:12]3)[CH:17]=2)=[CH:27][CH:26]=1. (3) The product is: [NH2:9][C:10]1[C:19]([NH:20][C:21]([C:23]2[CH:28]=[N:27][CH:26]=[CH:25][N:24]=2)=[O:22])=[CH:18][CH:17]=[CH:16][C:11]=1[C:12]([O:14][CH3:15])=[O:13]. Given the reactants Cl.C(OC([N:9](C(OC(C)(C)C)=O)[C:10]1[C:19]([NH:20][C:21]([C:23]2[CH:28]=[N:27][CH:26]=[CH:25][N:24]=2)=[O:22])=[CH:18][CH:17]=[CH:16][C:11]=1[C:12]([O:14][CH3:15])=[O:13])=O)(C)(C)C, predict the reaction product. (4) Given the reactants C(OC([N:8]1[C:16]2[C:11](=[CH:12][C:13]([O:17][CH2:18][C:19]3[CH:24]=[CH:23][C:22]([CH:25]4[CH2:30][CH2:29][CH2:28][CH2:27][CH2:26]4)=[CH:21][C:20]=3[C:31]([F:34])([F:33])[F:32])=[CH:14][CH:15]=2)[CH2:10][CH2:9]1)=O)(C)(C)C.C(OCC)C.[ClH:40].O1CCOCC1, predict the reaction product. The product is: [ClH:40].[CH:25]1([C:22]2[CH:23]=[CH:24][C:19]([CH2:18][O:17][C:13]3[CH:12]=[C:11]4[C:16](=[CH:15][CH:14]=3)[NH:8][CH2:9][CH2:10]4)=[C:20]([C:31]([F:34])([F:32])[F:33])[CH:21]=2)[CH2:26][CH2:27][CH2:28][CH2:29][CH2:30]1. (5) Given the reactants [CH2:1]([C:5]1[N:9]=[C:8]([C:10]([F:15])([F:14])[CH2:11][CH2:12][CH3:13])[NH:7][N:6]=1)[CH2:2][CH2:3][CH3:4].[H-].[Na+].[H][H].Br[CH2:21][C:22]1[CH:27]=[CH:26][C:25]([C:28]2[CH:33]=[CH:32][CH:31]=[CH:30][C:29]=2[C:34]([O:36]C)=[O:35])=[CH:24][CH:23]=1, predict the reaction product. The product is: [CH2:1]([C:5]1[N:6]([CH2:21][C:22]2[CH:27]=[CH:26][C:25]([C:28]3[C:29]([C:34]([OH:36])=[O:35])=[CH:30][CH:31]=[CH:32][CH:33]=3)=[CH:24][CH:23]=2)[N:7]=[C:8]([C:10]([F:14])([F:15])[CH2:11][CH2:12][CH3:13])[N:9]=1)[CH2:2][CH2:3][CH3:4]. (6) Given the reactants [CH:1]([C:4]1[CH:5]=[C:6](Br)[CH:7]=[C:8]([CH:10]([CH3:12])[CH3:11])[CH:9]=1)([CH3:3])[CH3:2].[Mg].[CH:15]([C:18]1[CH:19]=[C:20]([Mg]Br)[CH:21]=[C:22]([CH:24]([CH3:26])[CH3:25])[CH:23]=1)([CH3:17])[CH3:16].Cl[P:30](Cl)[C:31]1[CH:36]=[CH:35][CH:34]=[CH:33][C:32]=1[P:37](Cl)Cl, predict the reaction product. The product is: [CH:1]([C:4]1[CH:5]=[C:6]([P:30]([C:6]2[CH:5]=[C:4]([CH:1]([CH3:2])[CH3:3])[CH:9]=[C:8]([CH:10]([CH3:12])[CH3:11])[CH:7]=2)[C:31]2[CH:36]=[CH:35][CH:34]=[CH:33][C:32]=2[P:37]([C:6]2[CH:7]=[C:8]([CH:10]([CH3:12])[CH3:11])[CH:9]=[C:4]([CH:1]([CH3:3])[CH3:2])[CH:5]=2)[C:20]2[CH:19]=[C:18]([CH:15]([CH3:17])[CH3:16])[CH:23]=[C:22]([CH:24]([CH3:26])[CH3:25])[CH:21]=2)[CH:7]=[C:8]([CH:10]([CH3:12])[CH3:11])[CH:9]=1)([CH3:3])[CH3:2]. (7) Given the reactants Br[CH2:2][C:3]1[C:8]([CH2:9][CH3:10])=[CH:7][CH:6]=[CH:5][C:4]=1[N:11]1[C:15](=[O:16])[N:14]([CH3:17])[N:13]=[N:12]1.[F:18][C:19]1[CH:24]=[CH:23][C:22]([N:25]2[CH:29]=[CH:28][C:27]([OH:30])=[N:26]2)=[CH:21][CH:20]=1.C(=O)([O-])[O-].[K+].[K+].C(#N)C, predict the reaction product. The product is: [F:18][C:19]1[CH:20]=[CH:21][C:22]([N:25]2[CH:29]=[CH:28][C:27]([O:30][CH2:2][C:3]3[C:8]([CH2:9][CH3:10])=[CH:7][CH:6]=[CH:5][C:4]=3[N:11]3[C:15](=[O:16])[N:14]([CH3:17])[N:13]=[N:12]3)=[N:26]2)=[CH:23][CH:24]=1.